From a dataset of Reaction yield outcomes from USPTO patents with 853,638 reactions. Predict the reaction yield, written as a fraction of the theoretical maximum amount of product (1.0 means a 100% yield; for example, 0.34 means a 34% yield). (1) The reactants are C([Li])CCC.CC1(C)CCCC(C)(C)N1.[Br:16][C:17]1[C:18]([Cl:25])=[CH:19][C:20]([O:23][CH3:24])=[N:21][CH:22]=1.BrC1C(Cl)=C([Li])C(OC)=NC=1.[CH3:37][O:38][C:39]1[C:46]([O:47][CH3:48])=[C:45]([O:49][CH3:50])[CH:44]=[C:43]([CH3:51])[C:40]=1[CH:41]=[O:42].[Cl-].[NH4+]. The catalyst is O1CCCC1.O. The product is [CH3:37][O:38][C:39]1[C:46]([O:47][CH3:48])=[C:45]([O:49][CH3:50])[CH:44]=[C:43]([CH3:51])[C:40]=1[CH:41]([C:19]1[C:20]([O:23][CH3:24])=[N:21][CH:22]=[C:17]([Br:16])[C:18]=1[Cl:25])[OH:42]. The yield is 0.560. (2) The reactants are [CH3:1][O:2][C:3]1[CH:10]=[CH:9][C:8]([N+:11]([O-])=O)=[CH:7][C:4]=1[CH2:5][OH:6].Cl[Sn]Cl.O.[OH-].[Na+]. The catalyst is CCO. The product is [OH:6][CH2:5][C:4]1[CH:7]=[C:8]([CH:9]=[CH:10][C:3]=1[O:2][CH3:1])[NH2:11].[NH2:11][C:8]1[CH:9]=[CH:10][CH:3]=[CH:4][CH:7]=1. The yield is 0.840. (3) The product is [CH3:19][O:20][C:21](=[O:76])[C:22]1[CH:27]=[CH:26][C:25]([O:28][CH2:29][CH2:30][C:31]2[C:39]3[C:34](=[CH:35][CH:36]=[C:37]([Cl:40])[CH:38]=3)[N:33]([CH:41]([C:48]3[CH:49]=[CH:50][CH:51]=[CH:52][CH:53]=3)[C:42]3[CH:47]=[CH:46][CH:45]=[CH:44][CH:43]=3)[C:32]=2[CH2:54][CH2:55][OH:56])=[CH:24][C:23]=1[O:74][CH3:75]. The catalyst is C1COCC1. The yield is 0.620. The reactants are CCCC[N+](CCCC)(CCCC)CCCC.[F-].[CH3:19][O:20][C:21](=[O:76])[C:22]1[CH:27]=[CH:26][C:25]([O:28][CH2:29][CH2:30][C:31]2[C:39]3[C:34](=[CH:35][CH:36]=[C:37]([Cl:40])[CH:38]=3)[N:33]([CH:41]([C:48]3[CH:53]=[CH:52][CH:51]=[CH:50][CH:49]=3)[C:42]3[CH:47]=[CH:46][CH:45]=[CH:44][CH:43]=3)[C:32]=2[CH2:54][CH2:55][O:56][Si](C(C)(C)C)(C2C=CC=CC=2)C2C=CC=CC=2)=[CH:24][C:23]=1[O:74][CH3:75]. (4) The reactants are [Br:1][C:2]1[C:3]([OH:12])=[C:4]([CH:7]=[C:8]([O:10][CH3:11])[CH:9]=1)[CH:5]=[O:6].CI.[C:15]([O-])([O-])=O.[K+].[K+].O. The catalyst is CC(C)=O. The product is [Br:1][C:2]1[C:3]([O:12][CH3:15])=[C:4]([CH:7]=[C:8]([O:10][CH3:11])[CH:9]=1)[CH:5]=[O:6]. The yield is 0.670. (5) The reactants are [F:1][C:2]([F:22])([F:21])[C:3]([NH:5][C:6]1[CH:11]=[CH:10][C:9]([NH:12][C:13](=[O:20])OCC(Cl)(Cl)Cl)=[CH:8][CH:7]=1)=[O:4].[C:23]1([C:29]2[N:30]=[C:31]([N:34]3[CH2:39][CH2:38][NH:37][CH2:36][CH2:35]3)[S:32][CH:33]=2)[CH:28]=[CH:27][CH:26]=[CH:25][CH:24]=1.C(N(C(C)C)CC)(C)C.CS(C)=O. The catalyst is O. The product is [C:23]1([C:29]2[N:30]=[C:31]([N:34]3[CH2:39][CH2:38][N:37]([C:13]([NH:12][C:9]4[CH:8]=[CH:7][C:6]([NH:5][C:3](=[O:4])[C:2]([F:1])([F:21])[F:22])=[CH:11][CH:10]=4)=[O:20])[CH2:36][CH2:35]3)[S:32][CH:33]=2)[CH:24]=[CH:25][CH:26]=[CH:27][CH:28]=1. The yield is 0.398.